This data is from CYP2C9 inhibition data for predicting drug metabolism from PubChem BioAssay. The task is: Regression/Classification. Given a drug SMILES string, predict its absorption, distribution, metabolism, or excretion properties. Task type varies by dataset: regression for continuous measurements (e.g., permeability, clearance, half-life) or binary classification for categorical outcomes (e.g., BBB penetration, CYP inhibition). Dataset: cyp2c9_veith. (1) The compound is Cc1nnc2c(Oc3ccccc3)nc3ccccc3n12. The result is 1 (inhibitor). (2) The drug is N#Cc1ccc(CN2CC3(CCN(C(=O)c4ccncc4)CC3)C2)cc1. The result is 0 (non-inhibitor). (3) The compound is CC(=O)[C@@H]1CC[C@H]2[C@H]3CC[C@H]4C[C@@H](O)CC[C@]4(C)[C@@H]3CC[C@@]21C. The result is 1 (inhibitor). (4) The drug is Oc1ccc2c3c1O[C@H]1c4[nH]c5c(c4C[C@@]4(O)[C@@H](C2)N(CC2CC2)CC[C@]314)C[C@]1(O)[C@H]2Cc3ccc(O)c4c3[C@@]1(CCN2CC1CC1)[C@@H]5O4. The result is 0 (non-inhibitor). (5) The drug is CC(C)Oc1cccc(-n2c(CCc3c[nH]c4ccc(Br)cc34)nc3ccccc3c2=O)c1. The result is 0 (non-inhibitor). (6) The molecule is NS(=O)(=O)c1cc2c(cc1Cl)N=C(CCC(=O)O)N=S2(=O)O. The result is 0 (non-inhibitor). (7) The compound is O=C(NNS(=O)(=O)c1ccccc1)c1cccnc1. The result is 0 (non-inhibitor). (8) The drug is CC(=O)NCCNc1ncncc1-c1ccccc1CN(C)C. The result is 0 (non-inhibitor). (9) The drug is OCCNc1ncnc2c1ncn2[C@@H]1O[C@@H](CO)[C@H](O)[C@@H]1O. The result is 0 (non-inhibitor). (10) The drug is Cc1ccccc1-c1nccc(-n2ccnc2)n1. The result is 0 (non-inhibitor).